Task: Predict the product of the given reaction.. Dataset: Forward reaction prediction with 1.9M reactions from USPTO patents (1976-2016) (1) Given the reactants [Cl:1][C:2]1[C:3]([F:13])=[C:4](I)[C:5]([OH:11])=[C:6]([C:8](=[O:10])[CH3:9])[CH:7]=1.[CH3:14][S:15]([C:18]1[CH:19]=[N:20][CH:21]=[C:22](B2OC(C)(C)C(C)(C)O2)[CH:23]=1)(=[O:17])=[O:16], predict the reaction product. The product is: [Cl:1][C:2]1[C:3]([F:13])=[C:4]([C:22]2[CH:21]=[N:20][CH:19]=[C:18]([S:15]([CH3:14])(=[O:17])=[O:16])[CH:23]=2)[C:5]([OH:11])=[C:6]([C:8](=[O:10])[CH3:9])[CH:7]=1. (2) Given the reactants C(O[C:6]([N:8]1[CH2:12][C:11](=[N:13][O:14][CH3:15])[CH2:10][C@H:9]1[C:16]([OH:18])=O)=[O:7])(C)(C)C.[C:19]1([CH:25]([C:29]2[CH:34]=[CH:33][CH:32]=[CH:31][CH:30]=2)C(O)=O)[CH:24]=[CH:23][CH:22]=[CH:21][CH:20]=1.[CH2:35]([N:37]([CH2:41][CH3:42])[CH2:38][CH2:39][NH2:40])[CH3:36], predict the reaction product. The product is: [CH2:35]([N:37]([CH2:41][CH3:42])[CH2:38][CH2:39][NH:40][C:16]([C@@H:9]1[CH2:10][C:11](=[N:13][O:14][CH3:15])[CH2:12][N:8]1[C:6](=[O:7])[CH:25]([C:19]1[CH:20]=[CH:21][CH:22]=[CH:23][CH:24]=1)[C:29]1[CH:30]=[CH:31][CH:32]=[CH:33][CH:34]=1)=[O:18])[CH3:36].